Dataset: Catalyst prediction with 721,799 reactions and 888 catalyst types from USPTO. Task: Predict which catalyst facilitates the given reaction. (1) Reactant: CN(C)C=O.CS(O[CH:11]1[CH2:16][CH2:15][N:14]([C:17]2[N:18]=[C:19]([CH3:34])[N:20]([CH2:24][C:25]3[S:26][C:27]([C:30]([F:33])([F:32])[F:31])=[CH:28][CH:29]=3)[C:21](=[O:23])[N:22]=2)[CH2:13][CH2:12]1)(=O)=O.[Br:35][C:36]1[CH:37]=[N:38][NH:39][CH:40]=1.C(=O)([O-])[O-].[K+].[K+]. Product: [Br:35][C:36]1[CH:37]=[N:38][N:39]([CH:11]2[CH2:16][CH2:15][N:14]([C:17]3[N:18]=[C:19]([CH3:34])[N:20]([CH2:24][C:25]4[S:26][C:27]([C:30]([F:33])([F:32])[F:31])=[CH:28][CH:29]=4)[C:21](=[O:23])[N:22]=3)[CH2:13][CH2:12]2)[CH:40]=1. The catalyst class is: 6. (2) Reactant: [CH2:1]([N:8]1[CH:12]=[C:11]([C:13](OCC)=[O:14])[CH:10]=[N:9]1)[C:2]1[CH:7]=[CH:6][CH:5]=[CH:4][CH:3]=1.[H-].[Al+3].[Li+].[H-].[H-].[H-].[Cl-].[NH4+]. Product: [CH2:1]([N:8]1[CH:12]=[C:11]([CH2:13][OH:14])[CH:10]=[N:9]1)[C:2]1[CH:3]=[CH:4][CH:5]=[CH:6][CH:7]=1. The catalyst class is: 1. (3) Reactant: [CH2:1]([N:19]([CH2:87][CH2:88][CH2:89][CH2:90][CH2:91][CH2:92][CH2:93][CH2:94][CH2:95][CH2:96][CH2:97][CH2:98][CH2:99][CH2:100][CH2:101][CH2:102][CH2:103][CH3:104])[C:20]([CH2:22][CH2:23][CH:24]([CH:26]1[C:42]2([CH3:43])[CH:29]([CH:30]3[CH:39]([CH2:40][CH2:41]2)[C:38]2([CH3:44])[CH:33]([CH2:34][CH:35]([O:45][C:46](=[O:86])[NH:47][CH2:48][CH2:49][CH2:50][CH2:51][CH2:52][C:53]([N:55]4[CH2:59][CH:58]([OH:60])[CH2:57][CH:56]4[CH:61]([C:80]4[CH:85]=[CH:84][CH:83]=[CH:82][CH:81]=4)[O:62][CH:63]([C:72]4[CH:77]=[CH:76][C:75]([O:78][CH3:79])=[CH:74][CH:73]=4)[C:64]4[CH:69]=[CH:68][C:67]([O:70][CH3:71])=[CH:66][CH:65]=4)=[O:54])[CH2:36][CH2:37]2)[CH2:32][CH2:31]3)[CH2:28][CH2:27]1)[CH3:25])=[O:21])[CH2:2][CH2:3][CH2:4][CH2:5][CH2:6][CH2:7][CH2:8][CH2:9][CH2:10][CH2:11][CH2:12][CH2:13][CH2:14][CH2:15][CH2:16][CH2:17][CH3:18].[C:105]1(=[O:111])[O:110][C:108](=[O:109])[CH2:107][CH2:106]1.C(N(CC)CC)C. Product: [CH3:71][O:70][C:67]1[CH:68]=[CH:69][C:64]([CH:63]([C:72]2[CH:77]=[CH:76][C:75]([O:78][CH3:79])=[CH:74][CH:73]=2)[O:62][CH:61]([C:80]2[CH:81]=[CH:82][CH:83]=[CH:84][CH:85]=2)[CH:56]2[N:55]([C:53](=[O:54])[CH2:52][CH2:51][CH2:50][CH2:49][CH2:48][NH:47][C:46]([O:45][CH:35]3[CH2:34][CH:33]4[C:38]([CH3:44])([CH:39]5[CH:30]([CH2:31][CH2:32]4)[CH:29]4[C:42]([CH3:43])([CH:26]([CH:24]([CH3:25])[CH2:23][CH2:22][C:20](=[O:21])[N:19]([CH2:1][CH2:2][CH2:3][CH2:4][CH2:5][CH2:6][CH2:7][CH2:8][CH2:9][CH2:10][CH2:11][CH2:12][CH2:13][CH2:14][CH2:15][CH2:16][CH2:17][CH3:18])[CH2:87][CH2:88][CH2:89][CH2:90][CH2:91][CH2:92][CH2:93][CH2:94][CH2:95][CH2:96][CH2:97][CH2:98][CH2:99][CH2:100][CH2:101][CH2:102][CH2:103][CH3:104])[CH2:27][CH2:28]4)[CH2:41][CH2:40]5)[CH2:37][CH2:36]3)=[O:86])[CH2:59][CH:58]([O:60][C:105](=[O:111])[CH2:106][CH2:107][C:108]([OH:110])=[O:109])[CH2:57]2)=[CH:65][CH:66]=1. The catalyst class is: 166. (4) Reactant: [CH2:1]1[O:6]C(C2C=CC=CC=2)[O:4][CH2:3][CH:2]1[OH:13].[H-].[Na+].[F:16][C:17]1[CH:22]=[CH:21][CH:20]=[C:19]([F:23])[C:18]=1[N:24]1[C:29]2[N:30]=[C:31](S(C)(=O)=O)[N:32]=[C:33]([C:34]3[CH:39]=[CH:38][C:37]([F:40])=[CH:36][C:35]=3[CH3:41])[C:28]=2[CH:27]=[CH:26][C:25]1=[O:46]. Product: [F:16][C:17]1[CH:22]=[CH:21][CH:20]=[C:19]([F:23])[C:18]=1[N:24]1[C:29]2[N:30]=[C:31]([O:13][CH:2]([CH2:3][OH:4])[CH2:1][OH:6])[N:32]=[C:33]([C:34]3[CH:39]=[CH:38][C:37]([F:40])=[CH:36][C:35]=3[CH3:41])[C:28]=2[CH:27]=[CH:26][C:25]1=[O:46]. The catalyst class is: 1. (5) Reactant: [F:1][C:2]1([F:17])[O:6][C:5]2[CH:7]=[CH:8][C:9]([C:11]3([C:14]([OH:16])=O)[CH2:13][CH2:12]3)=[CH:10][C:4]=2[O:3]1.F[P-](F)(F)(F)(F)F.CN(C(N(C)C)=[N+]1C2C(=NC=CC=2)[N+]([O-])=N1)C.[NH2:42][C@H:43]1[CH2:48][C@@H:47]([C:49]2[CH:54]=[CH:53][CH:52]=[C:51]([O:55][CH3:56])[CH:50]=2)[O:46][C@@H:45]([C:57]2[CH:58]=[C:59]([CH:65]=[CH:66][CH:67]=2)[C:60]([O:62][CH2:63][CH3:64])=[O:61])[CH2:44]1.C(N(C(C)C)C(C)C)C. Product: [F:17][C:2]1([F:1])[O:6][C:5]2[CH:7]=[CH:8][C:9]([C:11]3([C:14]([NH:42][C@H:43]4[CH2:48][C@@H:47]([C:49]5[CH:54]=[CH:53][CH:52]=[C:51]([O:55][CH3:56])[CH:50]=5)[O:46][C@@H:45]([C:57]5[CH:58]=[C:59]([CH:65]=[CH:66][CH:67]=5)[C:60]([O:62][CH2:63][CH3:64])=[O:61])[CH2:44]4)=[O:16])[CH2:12][CH2:13]3)=[CH:10][C:4]=2[O:3]1. The catalyst class is: 3. (6) Reactant: [OH:1][C:2]1[CH:11]=[C:10]2[C:5]([CH:6]=[CH:7][C:8](=[O:12])[O:9]2)=[CH:4][CH:3]=1.C([O-])([O-])=O.[K+].[K+].Cl[CH:20]([OH:22])[CH3:21]. Product: [OH:22][CH2:20][CH2:21][O:1][C:2]1[CH:11]=[C:10]2[C:5]([CH:6]=[CH:7][C:8](=[O:12])[O:9]2)=[CH:4][CH:3]=1. The catalyst class is: 3. (7) Reactant: [Br:1][C:2]1[C:3]([F:38])=[CH:4][C:5]([N+:35]([O-:37])=[O:36])=[C:6]([O:8][C:9]2[C:10]([F:34])=[C:11]([CH2:16][NH:17][C:18]([C:20]3[N:24](COCC[Si](C)(C)C)[CH:23]=[N:22][C:21]=3[Cl:33])=[O:19])[CH:12]=[CH:13][C:14]=2[Cl:15])[CH:7]=1.C(O)(C(F)(F)F)=O. Product: [Br:1][C:2]1[C:3]([F:38])=[CH:4][C:5]([N+:35]([O-:37])=[O:36])=[C:6]([O:8][C:9]2[C:10]([F:34])=[C:11]([CH2:16][NH:17][C:18]([C:20]3[NH:24][CH:23]=[N:22][C:21]=3[Cl:33])=[O:19])[CH:12]=[CH:13][C:14]=2[Cl:15])[CH:7]=1. The catalyst class is: 2.